Dataset: Forward reaction prediction with 1.9M reactions from USPTO patents (1976-2016). Task: Predict the product of the given reaction. Given the reactants C#N.[S:3](=[O:7])(=[O:6])([OH:5])[OH:4].[C:8]([NH2:13])(=[O:12])[C:9]([CH3:11])=[CH2:10], predict the reaction product. The product is: [S:3](=[O:5])(=[O:4])([OH:7])[O-:6].[NH4+:13].[C:8]([OH:12])(=[O:4])[C:9]([CH3:11])=[CH2:10].